This data is from Forward reaction prediction with 1.9M reactions from USPTO patents (1976-2016). The task is: Predict the product of the given reaction. (1) Given the reactants [CH3:1][C:2]1[C:7]([N+:8]([O-:10])=[O:9])=[CH:6][N:5]=[C:4]([C:11]([O:13][CH3:14])=[O:12])[CH:3]=1.CO[CH:17](OC)[N:18]([CH3:20])[CH3:19], predict the reaction product. The product is: [CH3:17][N:18]([CH3:20])/[CH:19]=[CH:1]/[C:2]1[C:7]([N+:8]([O-:10])=[O:9])=[CH:6][N:5]=[C:4]([C:11]([O:13][CH3:14])=[O:12])[CH:3]=1. (2) Given the reactants N1C=CN=C1[C:6]([N:8]1[CH2:17][CH2:16][C:15]2[C:10](=[CH:11][CH:12]=[CH:13][CH:14]=2)[C@@H:9]1[C:18]1[CH:23]=[CH:22][CH:21]=[CH:20][CH:19]=1)=[O:7].[N:24]12[CH2:31][CH2:30][CH:27]([CH2:28][CH2:29]1)[C@@H:26]([OH:32])[CH2:25]2.[H-].[Na+], predict the reaction product. The product is: [N:24]12[CH2:31][CH2:30][CH:27]([CH2:28][CH2:29]1)[C@@H:26]([O:32][C:6]([N:8]1[CH2:17][CH2:16][C:15]3[C:10](=[CH:11][CH:12]=[CH:13][CH:14]=3)[C@@H:9]1[C:18]1[CH:23]=[CH:22][CH:21]=[CH:20][CH:19]=1)=[O:7])[CH2:25]2.